From a dataset of Reaction yield outcomes from USPTO patents with 853,638 reactions. Predict the reaction yield, written as a fraction of the theoretical maximum amount of product (1.0 means a 100% yield; for example, 0.34 means a 34% yield). (1) The reactants are Br[C:2]1[CH:10]=[C:9]2[C:5]([C:6]([C:17]#[N:18])=[N:7][N:8]2[CH:11]2[CH2:16][CH2:15][CH2:14][CH2:13][O:12]2)=[CH:4][CH:3]=1.[F:19][C:20]1[C:21]([O:40][CH3:41])=[CH:22][C:23]([CH2:35][C:36]([F:39])([F:38])[F:37])=[C:24](B2OC(C)(C)C(C)(C)O2)[CH:25]=1.P([O-])([O-])([O-])=O.[K+].[K+].[K+]. The catalyst is O1CCOCC1.O.[Pd].C1(P(C2C=CC=CC=2)C2C=CC=CC=2)C=CC=CC=1.C1(P(C2C=CC=CC=2)C2C=CC=CC=2)C=CC=CC=1.C1(P(C2C=CC=CC=2)C2C=CC=CC=2)C=CC=CC=1.C1(P(C2C=CC=CC=2)C2C=CC=CC=2)C=CC=CC=1. The product is [F:19][C:20]1[C:21]([O:40][CH3:41])=[CH:22][C:23]([CH2:35][C:36]([F:39])([F:38])[F:37])=[C:24]([C:2]2[CH:10]=[C:9]3[C:5]([C:6]([C:17]#[N:18])=[N:7][N:8]3[CH:11]3[CH2:16][CH2:15][CH2:14][CH2:13][O:12]3)=[CH:4][CH:3]=2)[CH:25]=1. The yield is 0.310. (2) The reactants are [OH:1][CH2:2][C:3]1[CH:8]=[C:7]([O:9][CH3:10])[CH:6]=[C:5]([N:11]2[N:15]=[C:14]3[CH:16]=[CH:17][C:18]([CH3:20])=[CH:19][C:13]3=[N:12]2)[C:4]=1[OH:21].C(N(CC)CC)C.[C:29](Cl)(=[O:33])[C:30]([CH3:32])=[CH2:31]. The catalyst is C1COCC1. The product is [C:29]([O:1][CH2:2][C:3]1[CH:8]=[C:7]([O:9][CH3:10])[CH:6]=[C:5]([N:11]2[N:15]=[C:14]3[CH:16]=[CH:17][C:18]([CH3:20])=[CH:19][C:13]3=[N:12]2)[C:4]=1[OH:21])(=[O:33])[C:30]([CH3:32])=[CH2:31]. The yield is 0.300. (3) The reactants are [F:1][C:2]1[C:3]2[N:4]([CH:18]=[CH:19][N:20]=2)[CH:5]=[C:6]([C:8]2[CH:13]=[CH:12][C:11]([C:14]([F:17])([F:16])[F:15])=[CH:10][CH:9]=2)[CH:7]=1.[I:21]Cl. No catalyst specified. The product is [F:1][C:2]1[C:3]2[N:4]([C:18]([I:21])=[CH:19][N:20]=2)[CH:5]=[C:6]([C:8]2[CH:9]=[CH:10][C:11]([C:14]([F:15])([F:16])[F:17])=[CH:12][CH:13]=2)[CH:7]=1. The yield is 0.780.